Predict which catalyst facilitates the given reaction. From a dataset of Catalyst prediction with 721,799 reactions and 888 catalyst types from USPTO. (1) Reactant: [F:1][CH:2]([F:25])[O:3][C:4]1[CH:24]=[CH:23][C:7]2[NH:8][C:9]([S:11][CH2:12][C:13]3[C:18]([O:19][CH3:20])=[C:17]([O:21][CH3:22])[CH:16]=[CH:15][N:14]=3)=[N:10][C:6]=2[CH:5]=1.[OH-:26].[Na+].[O-]Cl.[Na+]. Product: [CH3:22][O:21][C:17]1[CH:16]=[CH:15][N:14]=[C:13]([CH2:12][S+:11]([O-:26])[C:9]2[NH:8][C:7]3[CH:23]=[CH:24][C:4]([O:3][CH:2]([F:1])[F:25])=[CH:5][C:6]=3[N:10]=2)[C:18]=1[O:19][CH3:20]. The catalyst class is: 13. (2) Reactant: [C:1]([N:11]1[CH2:16][CH:15]=[CH:14][CH2:13][CH2:12]1)([O:3][CH2:4][C:5]1[CH:10]=[CH:9][CH:8]=[CH:7][CH:6]=1)=[O:2].ClC1C=CC=C(C(OO)=[O:25])C=1. Product: [C:1]([N:11]1[CH2:12][CH2:13][CH:14]2[O:25][CH:15]2[CH2:16]1)([O:3][CH2:4][C:5]1[CH:10]=[CH:9][CH:8]=[CH:7][CH:6]=1)=[O:2]. The catalyst class is: 2.